From a dataset of Reaction yield outcomes from USPTO patents with 853,638 reactions. Predict the reaction yield, written as a fraction of the theoretical maximum amount of product (1.0 means a 100% yield; for example, 0.34 means a 34% yield). (1) The product is [Cl:22][C:16]1[CH:17]=[CH:18][CH:19]=[C:20]([Cl:21])[C:15]=1[N:7]1[C:6]([CH2:4][OH:3])=[C:10]([C:11]([F:13])([F:14])[F:12])[N:9]=[N:8]1. The catalyst is C1COCC1. The yield is 0.970. The reactants are C([O:3][C:4]([C:6]1[N:7]([C:15]2[C:20]([Cl:21])=[CH:19][CH:18]=[CH:17][C:16]=2[Cl:22])[N:8]=[N:9][C:10]=1[C:11]([F:14])([F:13])[F:12])=O)C.CC(C[AlH]CC(C)C)C. (2) The reactants are [CH3:1][C:2]1[C:6]([CH2:7][N:8]2[CH:12]=[C:11]([N:13]3[C:17](=[O:18])[CH2:16][NH:15][C:14]3=[O:19])[CH:10]=[N:9]2)=[C:5]([CH3:20])[O:4][N:3]=1.[CH:21](=O)[C:22]1[CH:27]=[CH:26][CH:25]=[CH:24][CH:23]=1.C([O-])(=O)C.[Na+]. The catalyst is C(O)(=O)C.O. The product is [CH:21](=[C:16]1/[C:17](=[O:18])[N:13]([C:11]2[CH:10]=[N:9][N:8]([CH2:7][C:6]3[C:2]([CH3:1])=[N:3][O:4][C:5]=3[CH3:20])[CH:12]=2)[C:14](=[O:19])[NH:15]/1)\[C:22]1[CH:27]=[CH:26][CH:25]=[CH:24][CH:23]=1. The yield is 0.480.